Dataset: Full USPTO retrosynthesis dataset with 1.9M reactions from patents (1976-2016). Task: Predict the reactants needed to synthesize the given product. Given the product [CH:1]([C@@H:3]1[CH2:20][C:19]2[CH:18]=[C:17]([O:21][CH3:22])[CH:16]=[CH:15][C:14]=2[C@@H:13]2[C@@H:4]1[C:5]1[C@@:9]([CH2:11][CH2:12]2)([CH3:10])[C@@H:8]([OH:23])[CH2:7][CH:6]=1)=[CH2:2], predict the reactants needed to synthesize it. The reactants are: [CH:1]([C@@H:3]1[CH2:20][C:19]2[CH:18]=[C:17]([O:21][CH3:22])[CH:16]=[CH:15][C:14]=2[C@@H:13]2[C@@H:4]1[C:5]1[C@@:9]([CH2:11][CH2:12]2)([CH3:10])[C:8](=[O:23])[CH2:7][CH:6]=1)=[CH2:2].C(O)C.O.